This data is from Full USPTO retrosynthesis dataset with 1.9M reactions from patents (1976-2016). The task is: Predict the reactants needed to synthesize the given product. (1) Given the product [CH:25]([C:13]1[CH:14]=[C:15]([O:23][CH3:24])[C:16]([C:18]2[N:22]=[CH:21][O:20][N:19]=2)=[CH:17][C:12]=1[O:11][C:5]1[C:6]([NH2:8])=[N:7][C:2]([NH2:1])=[N:3][CH:4]=1)([CH3:27])[CH3:26], predict the reactants needed to synthesize it. The reactants are: [NH2:1][C:2]1[N:7]=[C:6]([NH:8]C=O)[C:5]([O:11][C:12]2[CH:17]=[C:16]([C:18]3[N:22]=[CH:21][O:20][N:19]=3)[C:15]([O:23][CH3:24])=[CH:14][C:13]=2[CH:25]([CH3:27])[CH3:26])=[CH:4][N:3]=1.NC1C(OC2C=C(C3N=CON=3)C(OC)=CC=2C(C)C)=CN=C(NC=O)N=1.C(NC1C(OC2C=C(C3N=CON=3)C(OC)=CC=2C(C)C)=CN=C(NC=O)N=1)=O. (2) Given the product [F:26][C:25]1[CH:24]=[CH:23][C:22]([N+:27]([O-:29])=[O:28])=[CH:21][C:20]=1[C:11]#[C:10][CH2:9][NH:8][C:1](=[O:2])[O:3][C:4]([CH3:5])([CH3:6])[CH3:7], predict the reactants needed to synthesize it. The reactants are: [C:1]([NH:8][CH2:9][C:10]#[CH:11])([O:3][C:4]([CH3:7])([CH3:6])[CH3:5])=[O:2].C(N(CC)CC)C.Br[C:20]1[CH:21]=[C:22]([N+:27]([O-:29])=[O:28])[CH:23]=[CH:24][C:25]=1[F:26]. (3) Given the product [N:15]1([C:20]2[CH:21]=[C:22]([NH:30][C:31](=[O:40])[C:32]3[CH:37]=[CH:36][C:35]([CH3:38])=[C:34]([C:2]#[C:1][C:3]4[CH:4]=[N:5][CH:6]=[C:7]([CH2:9][N:10]5[CH2:14][CH2:13][CH2:12][CH2:11]5)[CH:8]=4)[CH:33]=3)[CH:23]=[C:24]([C:26]([F:29])([F:28])[F:27])[CH:25]=2)[CH:19]=[CH:18][N:17]=[CH:16]1, predict the reactants needed to synthesize it. The reactants are: [C:1]([C:3]1[CH:4]=[N:5][CH:6]=[C:7]([CH2:9][N:10]2[CH2:14][CH2:13][CH2:12][CH2:11]2)[CH:8]=1)#[CH:2].[N:15]1([C:20]2[CH:21]=[C:22]([NH:30][C:31](=[O:40])[C:32]3[CH:37]=[CH:36][C:35]([CH3:38])=[C:34](I)[CH:33]=3)[CH:23]=[C:24]([C:26]([F:29])([F:28])[F:27])[CH:25]=2)[CH:19]=[CH:18][N:17]=[CH:16]1.C(N(C(C)C)CC)(C)C.